This data is from Catalyst prediction with 721,799 reactions and 888 catalyst types from USPTO. The task is: Predict which catalyst facilitates the given reaction. Reactant: [Cl:1][C:2]1[C:11]2[C:6](=[CH:7][CH:8]=[C:9]([OH:12])[CH:10]=2)[C:5]([CH3:13])=[N:4][N:3]=1.[CH2:14](Br)[C:15]#[CH:16].C([O-])([O-])=O.[K+].[K+].CC(C)=O. Product: [Cl:1][C:2]1[C:11]2[C:6](=[CH:7][CH:8]=[C:9]([O:12][CH2:16][C:15]#[CH:14])[CH:10]=2)[C:5]([CH3:13])=[N:4][N:3]=1. The catalyst class is: 11.